Predict the reactants needed to synthesize the given product. From a dataset of Full USPTO retrosynthesis dataset with 1.9M reactions from patents (1976-2016). (1) Given the product [CH:1]1([CH2:7][C:8]2[N:9]=[C:10]([C:13]3[O:17][C:16]([CH2:18][C:19]([CH3:24])([CH3:23])[C:20]([OH:22])=[O:21])=[N:15][N:14]=3)[S:11][C:12]=2[C:26]2[CH:31]=[CH:30][C:29]([S:32](=[O:33])(=[O:34])[NH:35][C@@H:36]([CH2:41][CH3:42])[C:37]([F:40])([F:39])[F:38])=[C:28]([F:43])[C:27]=2[CH:44]([F:46])[F:45])[CH2:2][CH2:3][CH2:4][CH2:5][CH2:6]1, predict the reactants needed to synthesize it. The reactants are: [CH:1]1([CH2:7][C:8]2[N:9]=[C:10]([C:13]3[O:17][C:16]([CH2:18][C:19]([CH3:24])([CH3:23])[C:20]([OH:22])=[O:21])=[N:15][N:14]=3)[S:11][CH:12]=2)[CH2:6][CH2:5][CH2:4][CH2:3][CH2:2]1.Br[C:26]1[CH:31]=[CH:30][C:29]([S:32]([NH:35][C@@H:36]([CH2:41][CH3:42])[C:37]([F:40])([F:39])[F:38])(=[O:34])=[O:33])=[C:28]([F:43])[C:27]=1[CH:44]([F:46])[F:45]. (2) The reactants are: Cl[C:2]1[N:7]=[CH:6][N:5]=[C:4]([NH:8][C:9]2[CH:14]=[CH:13][CH:12]=[CH:11][CH:10]=2)[N:3]=1.C([O-])([O-])=O.[K+].[K+].[O:21]1[CH2:26][CH2:25][CH:24]([O:27][C:28]2[CH:35]=[CH:34][C:33](B3OC(C)(C)C(C)(C)O3)=[CH:32][C:29]=2[C:30]#[N:31])[CH2:23][CH2:22]1. Given the product [C:9]1([NH:8][C:4]2[N:5]=[CH:6][N:7]=[C:2]([C:33]3[CH:34]=[CH:35][C:28]([O:27][CH:24]4[CH2:25][CH2:26][O:21][CH2:22][CH2:23]4)=[C:29]([CH:32]=3)[C:30]#[N:31])[N:3]=2)[CH:14]=[CH:13][CH:12]=[CH:11][CH:10]=1, predict the reactants needed to synthesize it. (3) Given the product [CH3:1][O:2][C:3]([C:5]1[S:28][C:8]2[N:9]=[CH:10][N:11]=[C:12]([NH:13][C:14]3[CH:19]=[CH:18][C:17]([F:20])=[CH:16][C:15]=3[O:21][C@H:22]3[CH2:27][CH2:26][CH2:25][N:24]([S:40]([CH3:39])(=[O:42])=[O:41])[CH2:23]3)[C:7]=2[C:6]=1[CH3:29])=[O:4], predict the reactants needed to synthesize it. The reactants are: [CH3:1][O:2][C:3]([C:5]1[S:28][C:8]2[N:9]=[CH:10][N:11]=[C:12]([NH:13][C:14]3[CH:19]=[CH:18][C:17]([F:20])=[CH:16][C:15]=3[O:21][C@H:22]3[CH2:27][CH2:26][CH2:25][NH:24][CH2:23]3)[C:7]=2[C:6]=1[CH3:29])=[O:4].CCN(C(C)C)C(C)C.[CH3:39][S:40](Cl)(=[O:42])=[O:41]. (4) Given the product [NH2:20][CH:17]1[CH2:16][CH2:15][N:14]([CH2:13][CH2:12][N:8]2[C:9]3[C:4](=[CH:3][C:2]([F:1])=[CH:11][CH:10]=3)[N:5]=[CH:6][C:7]2=[O:28])[CH2:19][CH2:18]1, predict the reactants needed to synthesize it. The reactants are: [F:1][C:2]1[CH:3]=[C:4]2[C:9](=[CH:10][CH:11]=1)[N:8]([CH2:12][CH2:13][N:14]1[CH2:19][CH2:18][CH:17]([NH:20]C(=O)OC(C)(C)C)[CH2:16][CH2:15]1)[C:7](=[O:28])[CH:6]=[N:5]2.FC(F)(F)C(O)=O.NC1CCN(CCN2C3C(=CC=C(F)C=3)N=CC2=O)CC1. (5) Given the product [Br:1][C:16]1[S:15][CH:14]=[C:13]([C:9]2[CH:10]=[CH:11][CH:12]=[C:7]([Cl:6])[CH:8]=2)[N:17]=1, predict the reactants needed to synthesize it. The reactants are: [BrH:1].C(O)(=O)C.[Cl:6][C:7]1[CH:8]=[C:9]([C:13](=O)[CH2:14][S:15][C:16]#[N:17])[CH:10]=[CH:11][CH:12]=1.O. (6) Given the product [Cl:16][CH2:17][CH2:18][C:19]([C:13]1[CH:12]=[CH:11][C:10]2[O:5][CH2:6][C:7](=[O:15])[NH:8][C:9]=2[CH:14]=1)=[O:20], predict the reactants needed to synthesize it. The reactants are: [Cl-].[Al+3].[Cl-].[Cl-].[O:5]1[C:10]2[CH:11]=[CH:12][CH:13]=[CH:14][C:9]=2[NH:8][C:7](=[O:15])[CH2:6]1.[Cl:16][CH2:17][CH2:18][C:19](Cl)=[O:20]. (7) Given the product [Cl:13][C:12]1[CH:11]=[C:10]([Cl:14])[CH:9]=[C:8]([Cl:15])[C:7]=1[CH2:6][CH2:5][CH:4]=[O:16], predict the reactants needed to synthesize it. The reactants are: CON(C)[C:4](=[O:16])[CH2:5][CH2:6][C:7]1[C:12]([Cl:13])=[CH:11][C:10]([Cl:14])=[CH:9][C:8]=1[Cl:15].CC(C[AlH]CC(C)C)C. (8) Given the product [OH:30][C@@H:29]([CH2:22][C:23]1[CH:28]=[CH:27][CH:26]=[CH:25][CH:24]=1)[CH2:31][N:1]1[CH2:2][CH2:3][C:4]2([O:11][C:10]3[C:12]4[C:17]([C:18](=[O:21])[C:19](=[O:20])[C:9]=3[S:8][CH2:7]2)=[CH:16][CH:15]=[CH:14][CH:13]=4)[CH2:5][CH2:6]1, predict the reactants needed to synthesize it. The reactants are: [NH:1]1[CH2:6][CH2:5][C:4]2([O:11][C:10]3[C:12]4[C:17]([C:18](=[O:21])[C:19](=[O:20])[C:9]=3[S:8][CH2:7]2)=[CH:16][CH:15]=[CH:14][CH:13]=4)[CH2:3][CH2:2]1.[CH2:22]([C@H:29]1[CH2:31][O:30]1)[C:23]1[CH:28]=[CH:27][CH:26]=[CH:25][CH:24]=1.